The task is: Predict the reactants needed to synthesize the given product.. This data is from Full USPTO retrosynthesis dataset with 1.9M reactions from patents (1976-2016). (1) Given the product [C:104]([C:106]1[CH:111]=[CH:110][C:109]([NH:112][C:53]([C:52]2[C:48]([C:34]3[CH:35]=[C:36]([Cl:47])[C:37]([OH:39])=[CH:38][C:33]=3[OH:32])=[N:49][NH:50][CH:51]=2)=[O:55])=[CH:108][CH:107]=1)(=[O:105])[CH3:103], predict the reactants needed to synthesize it. The reactants are: F[P-](F)(F)(F)(F)F.N1C2N=CC=C(OC(N(C)C)=[N+](C)C)C=2N=N1.C([O:32][C:33]1[CH:38]=[C:37]([O:39]CC2C=CC=CC=2)[C:36]([Cl:47])=[CH:35][C:34]=1[C:48]1[C:52]([C:53]([OH:55])=O)=[CH:51][N:50](COCC[Si](C)(C)C)[N:49]=1)C1C=CC=CC=1.C(OC1C=C(OCC2C=CC=CC=2)C(Cl)=CC=1N1C=C(C(O)=O)CN1COCC[Si](C)(C)C)C1C=CC=CC=1.[CH3:103][C:104]([C:106]1[CH:111]=[CH:110][C:109]([NH2:112])=[CH:108][CH:107]=1)=[O:105].C(N(C(C)C)CC)(C)C.B(Cl)(Cl)Cl. (2) The reactants are: [CH3:1][N:2]([CH3:28])[C:3]1[NH:4][C:5](=[O:27])[CH:6]=[C:7]([C:9]([NH:11][CH:12]([C:16]2[CH:21]=[CH:20][C:19]([O:22][C:23]([F:26])([F:25])[F:24])=[CH:18][CH:17]=2)[CH2:13][O:14][CH3:15])=[O:10])[N:8]=1. Given the product [CH3:28][N:2]([CH3:1])[C:3]1[NH:4][C:5](=[O:27])[CH:6]=[C:7]([C:9]([NH:11][C@@H:12]([C:16]2[CH:21]=[CH:20][C:19]([O:22][C:23]([F:26])([F:25])[F:24])=[CH:18][CH:17]=2)[CH2:13][O:14][CH3:15])=[O:10])[N:8]=1, predict the reactants needed to synthesize it.